Task: Predict the reaction yield, written as a fraction of the theoretical maximum amount of product (1.0 means a 100% yield; for example, 0.34 means a 34% yield).. Dataset: Reaction yield outcomes from USPTO patents with 853,638 reactions (1) The reactants are [NH:1]1[CH2:6][CH2:5][CH:4]([CH2:7][N:8]2[C:17]3[C:12](=[CH:13][C:14]([C:18]4[CH:19]=[N:20][N:21]([CH:23]5[CH2:28][CH2:27][CH2:26][CH2:25][O:24]5)[CH:22]=4)=[CH:15][CH:16]=3)[CH2:11][CH2:10][CH2:9]2)[CH2:3][CH2:2]1.C(N(CC)CC)C.[C:36](Cl)(=[O:45])[CH2:37][CH2:38][C:39]1[CH:44]=[CH:43][CH:42]=[CH:41][CH:40]=1.C(OCC)(=O)C.CCCCCC. The catalyst is ClCCl. The product is [C:39]1([CH2:38][CH2:37][C:36]([N:1]2[CH2:6][CH2:5][CH:4]([CH2:7][N:8]3[C:17]4[C:12](=[CH:13][C:14]([C:18]5[CH:19]=[N:20][N:21]([CH:23]6[CH2:28][CH2:27][CH2:26][CH2:25][O:24]6)[CH:22]=5)=[CH:15][CH:16]=4)[CH2:11][CH2:10][CH2:9]3)[CH2:3][CH2:2]2)=[O:45])[CH:44]=[CH:43][CH:42]=[CH:41][CH:40]=1. The yield is 0.350. (2) The yield is 0.700. The catalyst is C1C=CC([P]([Pd]([P](C2C=CC=CC=2)(C2C=CC=CC=2)C2C=CC=CC=2)([P](C2C=CC=CC=2)(C2C=CC=CC=2)C2C=CC=CC=2)[P](C2C=CC=CC=2)(C2C=CC=CC=2)C2C=CC=CC=2)(C2C=CC=CC=2)C2C=CC=CC=2)=CC=1.C1(C)C=CC=CC=1. The reactants are [CH:1]1[C:15]2=[C:16]3[C:8]([C:9]4[C:14]2=[CH:13][CH:12]=[CH:11][CH:10]=4)=[CH:7][CH:6]=[CH:5][C:4]3=[C:3](B(O)O)[CH:2]=1.[Br:20][C:21]1[CH:26]=[CH:25][C:24](I)=[CH:23][CH:22]=1.C(=O)([O-])[O-].[Na+].[Na+]. The product is [Br:20][C:21]1[CH:26]=[CH:25][C:24]([C:5]2[CH:6]=[CH:7][C:8]3[C:9]4[C:14]([C:15]5[C:16]=3[C:4]=2[CH:3]=[CH:2][CH:1]=5)=[CH:13][CH:12]=[CH:11][CH:10]=4)=[CH:23][CH:22]=1. (3) The reactants are [CH3:1][O:2][CH2:3][C:4]1[N:8]([CH3:9])[N:7]=[C:6]([N+:10]([O-])=O)[CH:5]=1. The catalyst is [Pd].C(O)C. The product is [CH3:1][O:2][CH2:3][C:4]1[N:8]([CH3:9])[N:7]=[C:6]([NH2:10])[CH:5]=1. The yield is 0.990. (4) The reactants are [C:1]([OH:8])(=[O:7])[CH2:2][CH2:3][C:4]([OH:6])=[O:5].[Cl:9][C:10]1[CH:27]=[C:26]([Cl:28])[CH:25]=[CH:24][C:11]=1[O:12][C@@H:13]([CH2:18][N:19]1[CH2:23][CH2:22][CH2:21][CH2:20]1)[CH2:14][CH2:15][NH:16][CH3:17]. The catalyst is CO. The product is [C:1]([OH:8])(=[O:7])[CH2:2][CH2:3][C:4]([OH:6])=[O:5].[Cl:9][C:10]1[CH:27]=[C:26]([Cl:28])[CH:25]=[CH:24][C:11]=1[O:12][C@@H:13]([CH2:18][N:19]1[CH2:23][CH2:22][O:5][CH2:21][CH2:20]1)[CH2:14][CH2:15][NH:16][CH3:17]. The yield is 0.990. (5) The reactants are [F:1][C:2]1[CH:19]=[CH:18][C:17]([F:20])=[CH:16][C:3]=1[CH2:4][N:5]1[CH2:10][CH2:9][NH:8][C:7]2[N:11]=[CH:12][C:13](I)=[CH:14][C:6]1=2.[CH2:21]([O:23][C:24]([C:26]1[CH:31]=[CH:30][C:29](B(O)O)=[CH:28][CH:27]=1)=[O:25])[CH3:22]. No catalyst specified. The product is [CH2:21]([O:23][C:24](=[O:25])[C:26]1[CH:31]=[CH:30][C:29]([C:13]2[CH:12]=[N:11][C:7]3[NH:8][CH2:9][CH2:10][N:5]([CH2:4][C:3]4[CH:16]=[C:17]([F:20])[CH:18]=[CH:19][C:2]=4[F:1])[C:6]=3[CH:14]=2)=[CH:28][CH:27]=1)[CH3:22]. The yield is 0.630.